From a dataset of Forward reaction prediction with 1.9M reactions from USPTO patents (1976-2016). Predict the product of the given reaction. (1) Given the reactants C[O:2][C:3]([C:5]1[C:6]([C:11]2[CH:16]=[CH:15][CH:14]=[CH:13][C:12]=2[F:17])=[N:7][O:8][C:9]=1[NH2:10])=[O:4].[OH-].[Na+], predict the reaction product. The product is: [NH2:10][C:9]1[O:8][N:7]=[C:6]([C:11]2[CH:16]=[CH:15][CH:14]=[CH:13][C:12]=2[F:17])[C:5]=1[C:3]([OH:4])=[O:2]. (2) Given the reactants [C:16]([O:15]C[C:7]([CH2:20][OH:21])(C[O:15][C:16](=O)[CH:17]=[CH2:18])C[O:21][C:20](=O)[CH:7]=C)(=O)[CH:17]=[CH2:18].[C:47]([O:46][CH2:45][C:38](CO)(COC[C:38]([CH2:51]OC(=O)C=C)([CH2:45][O:46][C:47](=[O:50])[CH:48]=[CH2:49])COC(=O)C=C)[CH2:51]OC(=O)C=C)(=[O:50])[CH:48]=[CH2:49], predict the reaction product. The product is: [CH2:20]1[O:21][CH2:7]1.[CH2:16]1[O:15][CH:17]1[CH3:18].[C:47]1(=[O:50])[O:46][CH2:45][CH2:38][CH2:51][CH2:49][CH2:48]1. (3) Given the reactants [Cl:1][C:2]1[CH:7]=[CH:6][C:5]([C:8]2[N:9]([CH2:22][C@H:23]([OH:28])[C:24]([F:27])([F:26])[F:25])[C:10](=[O:21])[N:11]([CH2:13][C:14]3[N:18]=[C:17]([CH2:19][OH:20])[NH:16][N:15]=3)[N:12]=2)=[CH:4][CH:3]=1.[F:29][C:30]1[CH:31]=[C:32](B(O)O)[CH:33]=[CH:34][CH:35]=1.B(O)O, predict the reaction product. The product is: [Cl:1][C:2]1[CH:3]=[CH:4][C:5]([C:8]2[N:9]([CH2:22][C@H:23]([OH:28])[C:24]([F:25])([F:27])[F:26])[C:10](=[O:21])[N:11]([CH2:13][C:14]3[N:18]=[C:17]([CH2:19][OH:20])[N:16]([C:34]4[CH:33]=[CH:32][CH:31]=[C:30]([F:29])[CH:35]=4)[N:15]=3)[N:12]=2)=[CH:6][CH:7]=1. (4) Given the reactants [Cl:1][C:2]1[CH:10]=[C:9]2[C:5]([C:6]([C:34](=[O:39])[C:35]([F:38])([F:37])[F:36])=[CH:7][N:8]2[S:11]([C:14]2[CH:19]=[CH:18][C:17]([O:20][CH3:21])=[C:16]([N:22]3[CH2:27][CH2:26][N:25](C(=O)C(F)(F)F)[CH2:24][CH2:23]3)[CH:15]=2)(=[O:13])=[O:12])=[CH:4][CH:3]=1.[BH4-].[Na+], predict the reaction product. The product is: [Cl:1][C:2]1[CH:10]=[C:9]2[C:5]([C:6]([CH:34]([OH:39])[C:35]([F:36])([F:37])[F:38])=[CH:7][N:8]2[S:11]([C:14]2[CH:19]=[CH:18][C:17]([O:20][CH3:21])=[C:16]([N:22]3[CH2:27][CH2:26][NH:25][CH2:24][CH2:23]3)[CH:15]=2)(=[O:13])=[O:12])=[CH:4][CH:3]=1. (5) The product is: [Br:1][C:2]1[CH:19]=[CH:18][C:5]([O:6][CH2:7][C:8]2[CH:17]=[CH:16][C:11]([C:12]([O:14][CH3:15])=[O:13])=[CH:10][CH:9]=2)=[C:4]([CH:20]([OH:36])[CH2:21][N:22]2[CH2:27][CH2:26][CH:25]([NH:28][C:29]([O:31][CH2:44][C:45]3[CH:50]=[CH:49][CH:48]=[CH:47][CH:46]=3)=[O:30])[CH2:24][CH2:23]2)[CH:3]=1. Given the reactants [Br:1][C:2]1[CH:19]=[CH:18][C:5]([O:6][CH2:7][C:8]2[CH:17]=[CH:16][C:11]([C:12]([O:14][CH3:15])=[O:13])=[CH:10][CH:9]=2)=[C:4]([CH:20]([OH:36])[CH2:21][N:22]2[CH2:27][CH2:26][CH:25]([NH:28][C:29]([O:31]C(C)(C)C)=[O:30])[CH2:24][CH2:23]2)[CH:3]=1.C(O)(C(F)(F)F)=O.[CH2:44](OC(Cl)=O)[C:45]1[CH:50]=[CH:49][CH:48]=[CH:47][CH:46]=1.CCN(CC)CC, predict the reaction product.